Dataset: Retrosynthesis with 50K atom-mapped reactions and 10 reaction types from USPTO. Task: Predict the reactants needed to synthesize the given product. Given the product Cc1ccc(N2CCN(C(=O)c3ccc(N4C(=O)C5C=CC4C5)cc3)CC2)c(C)c1, predict the reactants needed to synthesize it. The reactants are: Cc1ccc(N2CCN(C(=O)c3ccc(Br)cc3)CC2)c(C)c1.O=C1NC2C=CC1C2.